From a dataset of Reaction yield outcomes from USPTO patents with 853,638 reactions. Predict the reaction yield, written as a fraction of the theoretical maximum amount of product (1.0 means a 100% yield; for example, 0.34 means a 34% yield). (1) The reactants are Br[C:2]1[C:14]2[C:13]3[C:8](=[CH:9][C:10]([NH:15][C:16](=[O:21])[C:17]([CH3:20])([CH3:19])[CH3:18])=[CH:11][CH:12]=3)[NH:7][C:6]=2[C:5]([C:22]([NH2:24])=[O:23])=[CH:4][CH:3]=1.[Cl:25][C:26]1[C:35]2[N:30]([C:31](=[O:53])[N:32]([C:37]3[CH:42]=[CH:41][CH:40]=[C:39](B4OC(C)(C)C(C)(C)O4)[C:38]=3[CH3:52])[C:33](=[O:36])[CH:34]=2)[CH:29]=[CH:28][CH:27]=1.C([O-])([O-])=O.[Cs+].[Cs+]. The catalyst is C1COCC1.O.C1C=CC(P(C2C=CC=CC=2)[C-]2C=CC=C2)=CC=1.C1C=CC(P(C2C=CC=CC=2)[C-]2C=CC=C2)=CC=1.Cl[Pd]Cl.[Fe+2].C(Cl)Cl. The product is [Cl:25][C:26]1[C:35]2[N:30]([C:31](=[O:53])[N:32]([C:37]3[C:38]([CH3:52])=[C:39]([C:2]4[C:14]5[C:13]6[C:8](=[CH:9][C:10]([NH:15][C:16](=[O:21])[C:17]([CH3:19])([CH3:20])[CH3:18])=[CH:11][CH:12]=6)[NH:7][C:6]=5[C:5]([C:22]([NH2:24])=[O:23])=[CH:4][CH:3]=4)[CH:40]=[CH:41][CH:42]=3)[C:33](=[O:36])[CH:34]=2)[CH:29]=[CH:28][CH:27]=1. The yield is 0.420. (2) The reactants are C[O:2][C:3]([C:5]1[C:16]2[C:15](=[O:17])[CH:14]3[CH2:18][CH:10]([CH2:11][N:12]([CH2:19][CH:20]=[CH2:21])[CH2:13]3)[C:9]=2[CH:8]=[CH:7][CH:6]=1)=O.[BH4-].[Na+]. The catalyst is C(O)C. The product is [CH2:19]([N:12]1[CH2:11][CH:10]2[CH2:18][CH:14]([CH:15]([OH:17])[C:16]3[C:9]2=[CH:8][CH:7]=[CH:6][C:5]=3[CH2:3][OH:2])[CH2:13]1)[CH:20]=[CH2:21]. The yield is 0.900. (3) The reactants are [Cl:1][C:2]1[CH:3]=[C:4]([C:9]#[C:10][CH:11]([OH:15])[CH2:12][CH:13]=[CH2:14])[CH:5]=[CH:6][C:7]=1[Cl:8]. The catalyst is C1(C)C=CC=CC=1. The product is [Cl:1][C:2]1[CH:3]=[C:4]([C:9]23[CH2:14][CH:13]2[CH2:12][C:11](=[O:15])[CH2:10]3)[CH:5]=[CH:6][C:7]=1[Cl:8]. The yield is 0.300. (4) The reactants are [NH2:1][C:2]1[CH:12]=[CH:11][C:5]([C:6]([O:8][CH2:9][CH3:10])=[O:7])=[CH:4][CH:3]=1.C1C=C[NH+]=CC=1.[Br:19][Br-]Br. The catalyst is C1COCC1.N1C=CC=CC=1. The product is [NH2:1][C:2]1[CH:3]=[CH:4][C:5]([C:6]([O:8][CH2:9][CH3:10])=[O:7])=[CH:11][C:12]=1[Br:19]. The yield is 0.770. (5) The reactants are [NH2:1][C:2]1[CH:7]=[CH:6][C:5]([C:8]([CH3:12])([CH3:11])[C:9]#[N:10])=[C:4](Br)[CH:3]=1.[C:14]1(B(O)O)[CH:19]=[CH:18][CH:17]=[CH:16][CH:15]=1.C([O-])([O-])=O.[K+].[K+]. The catalyst is COCCOC. The product is [NH2:1][C:2]1[CH:7]=[CH:6][C:5]([C:8]([CH3:12])([CH3:11])[C:9]#[N:10])=[C:4]([C:14]2[CH:19]=[CH:18][CH:17]=[CH:16][CH:15]=2)[CH:3]=1. The yield is 0.660. (6) The reactants are [O:1]1[CH2:6][CH2:5][C:4](=[O:7])[CH2:3][CH2:2]1.[Li+].C[Si]([N-][Si](C)(C)C)(C)C.C1COCC1.[F:23][CH2:24][CH:25]([O:28][CH2:29][C:30](Cl)=[O:31])[CH2:26][F:27].C(O)(=O)C. The catalyst is C1(C)C=CC=CC=1.O. The product is [F:23][CH2:24][CH:25]([O:28][CH2:29][C:30]([CH:3]1[C:4](=[O:7])[CH2:5][CH2:6][O:1][CH2:2]1)=[O:31])[CH2:26][F:27]. The yield is 0.160. (7) The reactants are [NH2:1][C:2]1[O:3][C:4]([C:7]([C:9]2[CH:14]=[CH:13][C:12]([F:15])=[CH:11][CH:10]=2)=O)=[CH:5][N:6]=1.O.[CH3:17][NH2:18]. The catalyst is C(O)(C)(C)C. The product is [F:15][C:12]1[CH:13]=[CH:14][C:9]([C:7]2[C:4]([OH:3])=[CH:5][N:6]=[C:2]([NH:18][CH3:17])[N:1]=2)=[CH:10][CH:11]=1. The yield is 0.660. (8) The reactants are COC1C=C(C(C2C=CC(OC)=C(OC)C=2)=CC(OC)=O)C=CC=1OC.[CH3:27][O:28][C:29]1[CH:30]=[C:31]([CH:44]=[CH:45][C:46]=1[O:47][CH3:48])[C:32]([C:34]1[CH:43]=[CH:42][C:41]2[C:36](=[CH:37][CH:38]=[CH:39][CH:40]=2)[CH:35]=1)=O.C(OP([CH2:57][C:58]#[N:59])(=O)OCC)C.C[Si](C)(C)[N-][Si](C)(C)C.[Li+]. No catalyst specified. The product is [CH3:27][O:28][C:29]1[CH:30]=[C:31]([C:32]([C:34]2[CH:43]=[CH:42][C:41]3[C:36](=[CH:37][CH:38]=[CH:39][CH:40]=3)[CH:35]=2)=[CH:57][C:58]#[N:59])[CH:44]=[CH:45][C:46]=1[O:47][CH3:48]. The yield is 0.930. (9) The reactants are Cl[CH2:2][CH2:3][CH2:4][CH2:5][CH2:6][CH2:7][C:8]#[C:9][CH2:10][CH2:11][CH2:12][CH3:13].[I-:14].[K+].[N:16]1[CH:21]=[CH:20][C:19]([CH3:22])=[CH:18][CH:17]=1. The catalyst is CC(=O)CC. The product is [I-:14].[CH2:2]([N+:16]1[CH:21]=[CH:20][C:19]([CH3:22])=[CH:18][CH:17]=1)[CH2:3][CH2:4][CH2:5][CH2:6][CH2:7][C:8]#[C:9][CH2:10][CH2:11][CH2:12][CH3:13]. The yield is 0.870.